This data is from Forward reaction prediction with 1.9M reactions from USPTO patents (1976-2016). The task is: Predict the product of the given reaction. (1) Given the reactants [C:1]([O:5][C:6]([NH:8][C@H:9]1[CH2:14][CH2:13][CH2:12][CH2:11][C@H:10]1[NH:15][C:16]1[N:21]=[C:20](Cl)[C:19]2[C:23](=[O:33])[N:24]([C:26]([O:28][C:29]([CH3:32])([CH3:31])[CH3:30])=[O:27])[CH2:25][C:18]=2[C:17]=1[F:34])=[O:7])([CH3:4])([CH3:3])[CH3:2].[Cl:35][C:36]1[CH:46]=[CH:45][C:39](/[CH:40]=[CH:41]/B(O)O)=[CH:38][CH:37]=1.C(=O)([O-])[O-].[Na+].[Na+], predict the reaction product. The product is: [C:1]([O:5][C:6]([NH:8][C@H:9]1[CH2:14][CH2:13][CH2:12][CH2:11][C@H:10]1[NH:15][C:16]1[N:21]=[C:20]([CH2:41][CH2:40][C:39]2[CH:45]=[CH:46][C:36]([Cl:35])=[CH:37][CH:38]=2)[C:19]2[C:23](=[O:33])[N:24]([C:26]([O:28][C:29]([CH3:30])([CH3:31])[CH3:32])=[O:27])[CH2:25][C:18]=2[C:17]=1[F:34])=[O:7])([CH3:4])([CH3:2])[CH3:3]. (2) Given the reactants [CH3:1][O:2][C:3]([C:5]1[CH:10]=[CH:9][C:8](=[O:11])[N:7]([CH2:12][C:13]2[CH:18]=[CH:17][CH:16]=[CH:15][CH:14]=2)[C:6]=1[CH2:19]Br)=[O:4].[CH3:21][O:22][C:23](=[O:36])[CH2:24][NH:25][S:26]([C:29]1[CH:34]=[CH:33][C:32]([CH3:35])=[CH:31][CH:30]=1)(=[O:28])=[O:27].[I-].[Na+].C(=O)([O-])[O-].[K+].[K+], predict the reaction product. The product is: [CH3:1][O:2][C:3]([C:5]1[CH:10]=[CH:9][C:8](=[O:11])[N:7]([CH2:12][C:13]2[CH:18]=[CH:17][CH:16]=[CH:15][CH:14]=2)[C:6]=1[CH2:19][N:25]([CH2:24][C:23]([O:22][CH3:21])=[O:36])[S:26]([C:29]1[CH:30]=[CH:31][C:32]([CH3:35])=[CH:33][CH:34]=1)(=[O:28])=[O:27])=[O:4]. (3) Given the reactants [CH3:1][O:2][C:3]([C:5]1[S:9][C:8]([N:10]2[CH2:15][CH2:14][NH:13][CH2:12][CH2:11]2)=[N:7][CH:6]=1)=[O:4].[F:16][C:17]([F:30])([F:29])[O:18][C:19]1[CH:24]=[CH:23][C:22]([S:25](Cl)(=[O:27])=[O:26])=[CH:21][CH:20]=1.C(N(CC)CC)C.O, predict the reaction product. The product is: [CH3:1][O:2][C:3]([C:5]1[S:9][C:8]([N:10]2[CH2:11][CH2:12][N:13]([S:25]([C:22]3[CH:21]=[CH:20][C:19]([O:18][C:17]([F:16])([F:29])[F:30])=[CH:24][CH:23]=3)(=[O:27])=[O:26])[CH2:14][CH2:15]2)=[N:7][CH:6]=1)=[O:4]. (4) Given the reactants [OH:1][C:2]1[CH:3]=[C:4]([C:8]2[C:17]3[C:12](=[C:13]([C:18]([F:21])([F:20])[F:19])[CH:14]=[CH:15][CH:16]=3)[N:11]=[CH:10][C:9]=2[C:22]([C:24]2[CH:29]=[CH:28][CH:27]=[CH:26][CH:25]=2)=[O:23])[CH:5]=[CH:6][CH:7]=1.Br[CH2:31][C:32]1[CH:37]=[CH:36][CH:35]=[C:34]([CH3:38])[CH:33]=1, predict the reaction product. The product is: [CH3:31][C:32]1[CH:33]=[C:34]([CH:35]=[CH:36][CH:37]=1)[CH2:38][O:1][C:2]1[CH:3]=[C:4]([C:8]2[C:17]3[C:12](=[C:13]([C:18]([F:21])([F:19])[F:20])[CH:14]=[CH:15][CH:16]=3)[N:11]=[CH:10][C:9]=2[C:22]([C:24]2[CH:25]=[CH:26][CH:27]=[CH:28][CH:29]=2)=[O:23])[CH:5]=[CH:6][CH:7]=1.